This data is from Peptide-MHC class I binding affinity with 185,985 pairs from IEDB/IMGT. The task is: Regression. Given a peptide amino acid sequence and an MHC pseudo amino acid sequence, predict their binding affinity value. This is MHC class I binding data. (1) The peptide sequence is PPPSWDQMW. The MHC is Mamu-A01 with pseudo-sequence Mamu-A01. The binding affinity (normalized) is 0. (2) The peptide sequence is RCWLIRNGSY. The MHC is HLA-A01:01 with pseudo-sequence HLA-A01:01. The binding affinity (normalized) is 0.0260.